This data is from Reaction yield outcomes from USPTO patents with 853,638 reactions. The task is: Predict the reaction yield, written as a fraction of the theoretical maximum amount of product (1.0 means a 100% yield; for example, 0.34 means a 34% yield). The reactants are [N+:1]([C:4]1[CH:16]=[CH:15][CH:14]=[CH:13][C:5]=1[CH2:6][NH:7][CH2:8][CH:9]([OH:12])[CH2:10][CH3:11])([O-:3])=[O:2].N1C=CC=CC=1.Cl[C:24](Cl)([O:26]C(=O)OC(Cl)(Cl)Cl)Cl. The catalyst is C(Cl)(Cl)Cl. The product is [CH2:10]([CH:9]1[O:12][C:24](=[O:26])[N:7]([CH2:6][C:5]2[CH:13]=[CH:14][CH:15]=[CH:16][C:4]=2[N+:1]([O-:3])=[O:2])[CH2:8]1)[CH3:11]. The yield is 0.510.